This data is from Forward reaction prediction with 1.9M reactions from USPTO patents (1976-2016). The task is: Predict the product of the given reaction. (1) Given the reactants FC(F)(F)C(O)=O.[CH3:8][C:9]1[C:17]([C@H:18]2[O:23][CH2:22][C@@H:21]3[CH2:24][NH:25][CH2:26][CH2:27][N:20]3[CH2:19]2)=[CH:16][CH:15]=[C:14]2[C:10]=1[CH2:11][O:12][C:13]2=[O:28].[N:29]1([C:34]2[CH:39]=[CH:38][C:37]([CH2:40][C:41](O)=[O:42])=[CH:36][CH:35]=2)[CH:33]=[N:32][N:31]=[N:30]1.C(Cl)CCl, predict the reaction product. The product is: [CH3:8][C:9]1[C:10]2[CH2:11][O:12][C:13](=[O:28])[C:14]=2[CH:15]=[CH:16][C:17]=1[C@H:18]1[O:23][CH2:22][C@@H:21]2[CH2:24][N:25]([C:41](=[O:42])[CH2:40][C:37]3[CH:36]=[CH:35][C:34]([N:29]4[CH:33]=[N:32][N:31]=[N:30]4)=[CH:39][CH:38]=3)[CH2:26][CH2:27][N:20]2[CH2:19]1. (2) Given the reactants [C:1](Cl)(Cl)=[O:2].[NH2:5][C:6]1[CH:7]=[CH:8][C:9]([S:58]([CH:61]2[CH2:63][CH2:62]2)(=[O:60])=[O:59])=[C:10]([CH2:12][N:13]([CH3:57])[C:14]([CH:16]([NH:30][C:31]2[CH:32]=[C:33]3[C:38](=[CH:39][C:40]=2[F:41])[C:37]([N:42]([C:50]([O:52][C:53]([CH3:56])([CH3:55])[CH3:54])=[O:51])[C:43](=[O:49])[O:44][C:45]([CH3:48])([CH3:47])[CH3:46])=[N:36][CH:35]=[CH:34]3)[C:17]2[CH:22]=[C:21]([O:23][CH3:24])[C:20]([C@@H:25]([CH3:28])[CH2:26][OH:27])=[CH:19][C:18]=2[F:29])=[O:15])[CH:11]=1, predict the reaction product. The product is: [C:45]([O:44][C:43]([N:42]([C:37]1[C:38]2[C:33](=[CH:32][C:31]([NH:30][C@H:16]3[C:14](=[O:15])[N:13]([CH3:57])[CH2:12][C:10]4[CH:11]=[C:6]([CH:7]=[CH:8][C:9]=4[S:58]([CH:61]4[CH2:62][CH2:63]4)(=[O:59])=[O:60])[NH:5][C:1](=[O:2])[O:27][CH2:26][C@H:25]([CH3:28])[C:20]4[C:21]([O:23][CH3:24])=[CH:22][C:17]3=[C:18]([F:29])[CH:19]=4)=[C:40]([F:41])[CH:39]=2)[CH:34]=[CH:35][N:36]=1)[C:50](=[O:51])[O:52][C:53]([CH3:54])([CH3:55])[CH3:56])=[O:49])([CH3:47])([CH3:48])[CH3:46]. (3) Given the reactants [OH2:1].O.O.O.O.O.O.O.O.[N+:10]([O-:13])([O-:12])=[O:11].[Al+3].[N+]([O-])([O-])=O.[N+]([O-])([O-])=O.O.O.O.O.O.O.[N+]([O-])([O-])=O.[Nd+3].[N+]([O-])([O-])=O.[N+]([O-])([O-])=O.[N+]([O-])([O-])=O.[La+3:46].[N+]([O-])([O-])=O.[N+]([O-])([O-])=O, predict the reaction product. The product is: [O-2:11].[La+3:46].[O-2:1].[O-2:11].[La+3:46].[OH2:11].[OH2:11].[OH2:11].[OH2:11].[OH2:11].[OH2:11].[N+:10]([O-:13])([O-:12])=[O:11].[La+3:46].[N+:10]([O-:13])([O-:12])=[O:11].[N+:10]([O-:13])([O-:12])=[O:11]. (4) Given the reactants [F:1][C:2]1[CH:3]=[C:4](B(O)O)[CH:5]=[CH:6][C:7]=1[C:8](=[O:11])[NH:9][CH3:10].Cl[C:16]1[C:17]([CH:22]2[CH2:25][N:24]([C:26]([O:28][C:29]([CH3:32])([CH3:31])[CH3:30])=[O:27])[CH2:23]2)=[N:18][CH:19]=[CH:20][N:21]=1, predict the reaction product. The product is: [F:1][C:2]1[CH:3]=[C:4]([C:16]2[C:17]([CH:22]3[CH2:23][N:24]([C:26]([O:28][C:29]([CH3:32])([CH3:31])[CH3:30])=[O:27])[CH2:25]3)=[N:18][CH:19]=[CH:20][N:21]=2)[CH:5]=[CH:6][C:7]=1[C:8](=[O:11])[NH:9][CH3:10]. (5) Given the reactants [Cl:1][C:2]1[CH:27]=[CH:26][C:5]([CH2:6][N:7]2[CH:12]=[C:11]([C:13]3[CH:18]=[CH:17][C:16]([O:19][CH3:20])=[CH:15][CH:14]=3)[CH:10]=[C:9]([C:21](OC)=[O:22])[C:8]2=[O:25])=[CH:4][CH:3]=1.CC(C[AlH]CC(C)C)C, predict the reaction product. The product is: [Cl:1][C:2]1[CH:3]=[CH:4][C:5]([CH2:6][N:7]2[CH:12]=[C:11]([C:13]3[CH:18]=[CH:17][C:16]([O:19][CH3:20])=[CH:15][CH:14]=3)[CH:10]=[C:9]([CH2:21][OH:22])[C:8]2=[O:25])=[CH:26][CH:27]=1. (6) Given the reactants [F:1][C:2]1[CH:3]=[C:4]([CH:28]=[CH:29][CH:30]=1)[CH2:5][N:6]1[CH2:11][CH2:10][CH:9]([CH2:12][O:13][C:14]2[C:23]([CH:24]3[CH2:26][CH2:25]3)=[CH:22][C:17]([C:18]([O:20]C)=[O:19])=[C:16]([F:27])[CH:15]=2)[CH2:8][CH2:7]1.[OH-].[Li+].Cl, predict the reaction product. The product is: [F:1][C:2]1[CH:3]=[C:4]([CH:28]=[CH:29][CH:30]=1)[CH2:5][N:6]1[CH2:11][CH2:10][CH:9]([CH2:12][O:13][C:14]2[C:23]([CH:24]3[CH2:26][CH2:25]3)=[CH:22][C:17]([C:18]([OH:20])=[O:19])=[C:16]([F:27])[CH:15]=2)[CH2:8][CH2:7]1. (7) Given the reactants [NH2:1][C:2]1[CH:20]=[C:19]([N+:21]([O-:23])=[O:22])[CH:18]=[CH:17][C:3]=1[C:4]([NH:6][CH2:7][CH2:8][C:9]1[CH:14]=[CH:13][C:12]([Cl:15])=[CH:11][C:10]=1[Cl:16])=[O:5].[C:24](Cl)(Cl)=[O:25], predict the reaction product. The product is: [Cl:16][C:10]1[CH:11]=[C:12]([Cl:15])[CH:13]=[CH:14][C:9]=1[CH2:8][CH2:7][N:6]1[C:4](=[O:5])[C:3]2[C:2](=[CH:20][C:19]([N+:21]([O-:23])=[O:22])=[CH:18][CH:17]=2)[NH:1][C:24]1=[O:25].